Dataset: Reaction yield outcomes from USPTO patents with 853,638 reactions. Task: Predict the reaction yield, written as a fraction of the theoretical maximum amount of product (1.0 means a 100% yield; for example, 0.34 means a 34% yield). (1) The reactants are [C:1]([O:5][C:6]([NH:8][CH2:9][C:10]1[C:11]([CH2:30][CH:31]([CH3:33])[CH3:32])=[N:12][C:13]2[C:18]([C:19]=1[C:20]1[CH:25]=[CH:24][C:23]([CH3:26])=[CH:22][CH:21]=1)=[CH:17][C:16]([C:27](O)=[O:28])=[CH:15][CH:14]=2)=[O:7])([CH3:4])([CH3:3])[CH3:2].C(Cl)(=O)OCC.CN1CCOCC1.[BH4-].[Na+]. The catalyst is O1CCCC1.O.CO. The product is [OH:28][CH2:27][C:16]1[CH:17]=[C:18]2[C:13](=[CH:14][CH:15]=1)[N:12]=[C:11]([CH2:30][CH:31]([CH3:33])[CH3:32])[C:10]([CH2:9][NH:8][C:6](=[O:7])[O:5][C:1]([CH3:2])([CH3:3])[CH3:4])=[C:19]2[C:20]1[CH:25]=[CH:24][C:23]([CH3:26])=[CH:22][CH:21]=1. The yield is 0.550. (2) The reactants are [OH:1][CH2:2][C@@H:3]1[O:7][C:6]([C:8]2[NH:12][C:11]([C:13]3[CH:14]=[C:15]([CH:37]=[C:38]([O:40][C@@H:41]([CH3:45])[CH2:42][O:43][CH3:44])[CH:39]=3)[O:16][C:17]3[CH:18]=[CH:19][C:20]([S:23]([N:26](CC4C=CC(OC)=CC=4)[CH3:27])(=[O:25])=[O:24])=[N:21][CH:22]=3)=[CH:10][CH:9]=2)=[N:5][CH2:4]1. The catalyst is FC(F)(F)C(O)=O. The product is [OH:1][CH2:2][C@@H:3]1[O:7][C:6]([C:8]2[NH:12][C:11]([C:13]3[CH:14]=[C:15]([CH:37]=[C:38]([O:40][C@@H:41]([CH3:45])[CH2:42][O:43][CH3:44])[CH:39]=3)[O:16][C:17]3[CH:18]=[CH:19][C:20]([S:23]([NH:26][CH3:27])(=[O:24])=[O:25])=[N:21][CH:22]=3)=[CH:10][CH:9]=2)=[N:5][CH2:4]1. The yield is 1.00. (3) The reactants are [O:1]1[CH:5]=[CH:4][CH:3]=[C:2]1[CH2:6][N:7]([CH2:29][C:30]1[CH:35]=[CH:34][C:33]([O:36][CH3:37])=[CH:32][CH:31]=1)[S:8]([C:11]1[CH:28]=[CH:27][C:14]([C:15]([O:17]CC2C=CC(OC)=CC=2)=[O:16])=[CH:13][CH:12]=1)(=[O:10])=[O:9].[Li+].[OH-].C1COCC1.CO.Cl. No catalyst specified. The product is [O:1]1[CH:5]=[CH:4][CH:3]=[C:2]1[CH2:6][N:7]([CH2:29][C:30]1[CH:31]=[CH:32][C:33]([O:36][CH3:37])=[CH:34][CH:35]=1)[S:8]([C:11]1[CH:28]=[CH:27][C:14]([C:15]([OH:17])=[O:16])=[CH:13][CH:12]=1)(=[O:10])=[O:9]. The yield is 0.360. (4) The reactants are [C:1]([O:5][C@@H:6]([CH3:21])[C@H:7]([NH:10]C(=O)OCC1C=CC=CC=1)[CH2:8][OH:9])([CH3:4])([CH3:3])[CH3:2].[H][H].O. The catalyst is [Pd].CO. The product is [NH2:10][C@@H:7]([C@@H:6]([O:5][C:1]([CH3:2])([CH3:4])[CH3:3])[CH3:21])[CH2:8][OH:9]. The yield is 0.870. (5) The reactants are [C:1]([C:3]1[CH:4]=[C:5](B(O)O)[CH:6]=[CH:7][C:8]=1[F:9])#[N:2].[CH3:13][C:14]1[CH:18]=[C:17]([CH3:19])[NH:16][N:15]=1.N1C=CC=CC=1. The catalyst is CN(C)C=O.C([O-])(=O)C.[Cu+2].C([O-])(=O)C. The product is [CH3:13][C:14]1[CH:18]=[C:17]([CH3:19])[N:16]([C:5]2[CH:6]=[CH:7][C:8]([F:9])=[C:3]([CH:4]=2)[C:1]#[N:2])[N:15]=1. The yield is 0.160. (6) The reactants are [Cl-].O[NH3+:3].[C:4](=[O:7])([O-])[OH:5].[Na+].CS(C)=O.[CH2:13]([C:17]1[N:18]([CH2:36][C:37]2[CH:42]=[CH:41][C:40]([C:43]3[C:44]([C:49]#[N:50])=[CH:45][CH:46]=[CH:47][CH:48]=3)=[CH:39][CH:38]=2)[C:19](=[O:35])[C:20]([C:24]2[CH:25]=[CH:26][C:27]3[O:31][C:30]([CH3:33])([CH3:32])[CH2:29][C:28]=3[CH:34]=2)=[C:21]([CH3:23])[N:22]=1)[CH2:14][CH2:15][CH3:16]. The catalyst is O. The product is [CH2:13]([C:17]1[N:18]([CH2:36][C:37]2[CH:38]=[CH:39][C:40]([C:43]3[CH:48]=[CH:47][CH:46]=[CH:45][C:44]=3[C:49]3[NH:3][C:4](=[O:7])[O:5][N:50]=3)=[CH:41][CH:42]=2)[C:19](=[O:35])[C:20]([C:24]2[CH:25]=[CH:26][C:27]3[O:31][C:30]([CH3:32])([CH3:33])[CH2:29][C:28]=3[CH:34]=2)=[C:21]([CH3:23])[N:22]=1)[CH2:14][CH2:15][CH3:16]. The yield is 0.850. (7) The reactants are [NH:1]1[C:5]2=[N:6][CH:7]=[CH:8][CH:9]=[C:4]2[CH2:3][CH2:2]1.[Br:10]Br.S([O-])([O-])(=O)=S.[Na+].[Na+]. The catalyst is N1C=CC=CC=1.ClCCl. The product is [Br:10][C:8]1[CH:9]=[C:4]2[CH2:3][CH2:2][NH:1][C:5]2=[N:6][CH:7]=1. The yield is 0.390.